Dataset: Forward reaction prediction with 1.9M reactions from USPTO patents (1976-2016). Task: Predict the product of the given reaction. Given the reactants [CH3:1][C:2]1[CH:3]=[C:4]([CH:9](O)[C:10]2[CH:15]=[CH:14][C:13]([C:16]3[NH:20][C:19]4[CH:21]=[CH:22][C:23]([C:25]([NH2:27])=[O:26])=[CH:24][C:18]=4[N:17]=3)=[CH:12][CH:11]=2)[CH:5]=[CH:6][C:7]=1[CH3:8].N, predict the reaction product. The product is: [CH3:1][C:2]1[CH:3]=[C:4]([CH:5]=[CH:6][C:7]=1[CH3:8])[CH2:9][C:10]1[CH:15]=[CH:14][C:13]([C:16]2[NH:20][C:19]3[CH:21]=[CH:22][C:23]([C:25]([NH2:27])=[O:26])=[CH:24][C:18]=3[N:17]=2)=[CH:12][CH:11]=1.